Dataset: Forward reaction prediction with 1.9M reactions from USPTO patents (1976-2016). Task: Predict the product of the given reaction. (1) Given the reactants [CH3:1][O:2][C:3](=[O:21])[CH2:4][CH2:5][C:6]1[CH:10]=[C:9]([CH3:11])[N:8]([CH2:12][C:13]2[CH:18]=[C:17]([Cl:19])[CH:16]=[CH:15][C:14]=2[OH:20])[N:7]=1.C(=O)([O-])[O-].[K+].[K+].Cl[CH2:29][CH:30]([CH2:33][CH3:34])[CH2:31][CH3:32].O, predict the reaction product. The product is: [CH3:1][O:2][C:3](=[O:21])[CH2:4][CH2:5][C:6]1[CH:10]=[C:9]([CH3:11])[N:8]([CH2:12][C:13]2[CH:18]=[C:17]([Cl:19])[CH:16]=[CH:15][C:14]=2[O:20][CH2:29][CH:30]([CH2:33][CH3:34])[CH2:31][CH3:32])[N:7]=1. (2) Given the reactants [Br:1][C:2]1[CH:10]=[CH:9][C:5]([C:6]([OH:8])=[O:7])=[C:4]([CH3:11])[CH:3]=1.C1C(=O)N([Cl:19])C(=O)C1, predict the reaction product. The product is: [Br:1][C:2]1[CH:3]=[C:4]([CH3:11])[C:5]([C:6]([OH:8])=[O:7])=[C:9]([Cl:19])[CH:10]=1. (3) Given the reactants [C:1]([C:3]1[CH:4]=[C:5]([C:13]2[O:17][N:16]=[C:15]([C:18]3[CH:23]=[CH:22][C:21]([O:24][CH2:25][CH2:26][CH2:27][C:28]([O:30]CC)=[O:29])=[CH:20][C:19]=3[F:33])[N:14]=2)[CH:6]=[CH:7][C:8]=1[O:9][CH:10]([CH3:12])[CH3:11])#[N:2].[OH-].[Na+], predict the reaction product. The product is: [C:1]([C:3]1[CH:4]=[C:5]([C:13]2[O:17][N:16]=[C:15]([C:18]3[CH:23]=[CH:22][C:21]([O:24][CH2:25][CH2:26][CH2:27][C:28]([OH:30])=[O:29])=[CH:20][C:19]=3[F:33])[N:14]=2)[CH:6]=[CH:7][C:8]=1[O:9][CH:10]([CH3:12])[CH3:11])#[N:2]. (4) Given the reactants [NH2:1][C:2]1[CH:3]=[C:4]([CH:8]=[C:9]([Br:11])[CH:10]=1)[C:5]([OH:7])=O.[CH3:12][O:13][CH2:14][CH2:15][O:16][CH2:17][CH2:18][NH2:19].CCN(CC)CC.C(P1(=O)OP(CCC)(=O)OP(CCC)(=O)O1)CC, predict the reaction product. The product is: [NH2:1][C:2]1[CH:3]=[C:4]([CH:8]=[C:9]([Br:11])[CH:10]=1)[C:5]([NH:19][CH2:18][CH2:17][O:16][CH2:15][CH2:14][O:13][CH3:12])=[O:7]. (5) Given the reactants [O:1]1[C:5]2=[CH:6][CH:7]=[CH:8][C:9]([OH:10])=[C:4]2[N:3]=[CH:2]1.[H-].[Na+].[Cl:13][C:14]1[CH:19]=[C:18]([N+:20]([O-:22])=[O:21])[CH:17]=[CH:16][C:15]=1F.C(=O)([O-])O.[Na+], predict the reaction product. The product is: [Cl:13][C:14]1[CH:19]=[C:18]([N+:20]([O-:22])=[O:21])[CH:17]=[CH:16][C:15]=1[O:10][C:9]1[C:4]2[N:3]=[CH:2][O:1][C:5]=2[CH:6]=[CH:7][CH:8]=1. (6) Given the reactants [OH:1][C:2]1[CH:11]=[C:10]2[C:5]([CH2:6][CH2:7][C:8](=[O:12])[NH:9]2)=[CH:4][CH:3]=1.C([O-])([O-])=O.[Cs+].[Cs+].Br[C:20]1[CH:21]=[C:22]([CH:38]=[CH:39][CH:40]=1)[CH2:23][N:24]1[CH2:29][CH2:28][N:27]([C:30]2[CH:35]=[CH:34][CH:33]=[C:32]([Cl:36])[C:31]=2[Cl:37])[CH2:26][CH2:25]1.CC(C(CC(C(C)(C)C)=O)=O)(C)C, predict the reaction product. The product is: [Cl:37][C:31]1[C:32]([Cl:36])=[CH:33][CH:34]=[CH:35][C:30]=1[N:27]1[CH2:26][CH2:25][N:24]([CH2:23][C:22]2[CH:21]=[C:20]([CH:40]=[CH:39][CH:38]=2)[O:1][C:2]2[CH:11]=[C:10]3[C:5]([CH2:6][CH2:7][C:8](=[O:12])[NH:9]3)=[CH:4][CH:3]=2)[CH2:29][CH2:28]1. (7) Given the reactants [F:1][C:2]1[CH:7]=[CH:6][C:5]([C@H:8]2[CH2:13][C@H:12]([C:14]3[O:18][NH:17][C:16](=[O:19])[CH:15]=3)[CH2:11][CH2:10][N:9]2C(OC)=O)=[CH:4][CH:3]=1.Br, predict the reaction product. The product is: [F:1][C:2]1[CH:7]=[CH:6][C:5]([C@H:8]2[CH2:13][C@H:12]([C:14]3[O:18][NH:17][C:16](=[O:19])[CH:15]=3)[CH2:11][CH2:10][NH:9]2)=[CH:4][CH:3]=1. (8) Given the reactants [CH3:1][C:2]1([CH3:19])[C:11]2[C:6](=[C:7](Cl)[CH:8]=[C:9]([C:13]([OH:15])=[O:14])[C:10]=2[CH3:12])[S:5](=[O:18])(=[O:17])[CH2:4][CH2:3]1, predict the reaction product. The product is: [CH3:1][C:2]1([CH3:19])[C:11]2[C:6](=[CH:7][CH:8]=[C:9]([C:13]([OH:15])=[O:14])[C:10]=2[CH3:12])[S:5](=[O:18])(=[O:17])[CH2:4][CH2:3]1. (9) The product is: [OH:10][CH2:9][CH:7]1[CH2:6][NH:5][CH2:4][CH:3]([CH2:2][OH:1])[CH2:8]1. Given the reactants [OH:1][CH2:2][C:3]1[CH:4]=[N:5][CH:6]=[C:7]([CH2:9][OH:10])[CH:8]=1.Cl, predict the reaction product.